The task is: Regression. Given a peptide amino acid sequence and an MHC pseudo amino acid sequence, predict their binding affinity value. This is MHC class II binding data.. This data is from Peptide-MHC class II binding affinity with 134,281 pairs from IEDB. (1) The MHC is DRB1_0405 with pseudo-sequence DRB1_0405. The binding affinity (normalized) is 0.0423. The peptide sequence is DKRHDGGCRKELAAV. (2) The peptide sequence is EVFFQRLGIASGRARY. The MHC is HLA-DQA10501-DQB10201 with pseudo-sequence HLA-DQA10501-DQB10201. The binding affinity (normalized) is 0.106. (3) The peptide sequence is WIILGLNKIVRMYSPVSI. The MHC is DRB1_0802 with pseudo-sequence DRB1_0802. The binding affinity (normalized) is 0.672.